From a dataset of Full USPTO retrosynthesis dataset with 1.9M reactions from patents (1976-2016). Predict the reactants needed to synthesize the given product. (1) Given the product [I:13][C:12]1[CH:11]=[CH:10][CH:9]=[C:4]2[C:3]=1[CH2:2][NH:14][C:5]2=[O:6], predict the reactants needed to synthesize it. The reactants are: Br[CH2:2][C:3]1[C:12]([I:13])=[CH:11][CH:10]=[CH:9][C:4]=1[C:5](OC)=[O:6].[NH3:14]. (2) The reactants are: [NH2:1][CH:2]([C:11]1[C:16]([O:17][CH3:18])=[CH:15][CH:14]=[CH:13][C:12]=1[O:19][CH3:20])[CH2:3][CH2:4][CH2:5][CH2:6][C:7]([O:9]C)=O.[CH3:21][C:22]1[S:23][C:24]2[CH:30]=[C:29]([CH:31]=O)[CH:28]=[CH:27][C:25]=2[N:26]=1. Given the product [CH3:20][O:19][C:12]1[CH:13]=[CH:14][CH:15]=[C:16]([O:17][CH3:18])[C:11]=1[CH:2]1[N:1]([CH2:31][C:29]2[CH:28]=[CH:27][C:25]3[N:26]=[C:22]([CH3:21])[S:23][C:24]=3[CH:30]=2)[C:7](=[O:9])[CH2:6][CH2:5][CH2:4][CH2:3]1, predict the reactants needed to synthesize it. (3) Given the product [Cl:1][C:2]1[C:3]([I:11])=[N:4][CH:5]=[C:6]([NH2:8])[CH:7]=1, predict the reactants needed to synthesize it. The reactants are: [Cl:1][C:2]1[C:3]([I:11])=[N:4][CH:5]=[C:6]([N+:8]([O-])=O)[CH:7]=1.O.O.[Sn](Cl)Cl. (4) Given the product [CH3:1][O:2][C:3]1[CH:8]=[CH:7][C:6]([NH:9][S:26]([C:21]2[CH:22]=[CH:23][CH:24]=[CH:25][C:20]=2[N+:17]([O-:19])=[O:18])(=[O:27])=[O:28])=[CH:5][CH:4]=1, predict the reactants needed to synthesize it. The reactants are: [CH3:1][O:2][C:3]1[CH:8]=[CH:7][C:6]([NH2:9])=[CH:5][CH:4]=1.C(N(CC)CC)C.[N+:17]([C:20]1[CH:25]=[CH:24][CH:23]=[CH:22][C:21]=1[S:26](Cl)(=[O:28])=[O:27])([O-:19])=[O:18].S(Cl)(Cl)(=O)=O. (5) Given the product [ClH:21].[ClH:21].[NH2:8][C:7]1[CH:6]=[CH:5][C:4]([NH:11][CH2:12][CH2:13][CH2:14][CH2:15][CH2:16][C:17]([O:19][CH3:20])=[O:18])=[CH:3][C:2]=1[CH3:1], predict the reactants needed to synthesize it. The reactants are: [CH3:1][C:2]1[CH:3]=[C:4]([NH:11][CH2:12][CH2:13][CH2:14][CH2:15][CH2:16][C:17]([O:19][CH3:20])=[O:18])[CH:5]=[CH:6][C:7]=1[N+:8]([O-])=O.[ClH:21]. (6) Given the product [CH3:35][S:32]([C:29]1[CH:30]=[CH:31][C:26]([C:24]2[N:3]=[N:2][N:1]([CH:4]3[CH2:23][N:8]4[C:9]5[C:14]([C:15]([CH2:16][C:17]([OH:19])=[O:18])=[C:7]4[CH2:6][CH2:5]3)=[CH:13][CH:12]=[CH:11][CH:10]=5)[CH:25]=2)=[CH:27][CH:28]=1)(=[O:33])=[O:34], predict the reactants needed to synthesize it. The reactants are: [N:1]([CH:4]1[CH2:23][N:8]2[C:9]3[C:14]([C:15]([CH2:16][C:17]([O:19]CCC)=[O:18])=[C:7]2[CH2:6][CH2:5]1)=[CH:13][CH:12]=[CH:11][CH:10]=3)=[N+:2]=[N-:3].[C:24]([C:26]1[CH:31]=[CH:30][C:29]([S:32]([CH3:35])(=[O:34])=[O:33])=[CH:28][CH:27]=1)#[CH:25].